From a dataset of P-glycoprotein inhibition data for predicting drug efflux from Broccatelli et al.. Regression/Classification. Given a drug SMILES string, predict its absorption, distribution, metabolism, or excretion properties. Task type varies by dataset: regression for continuous measurements (e.g., permeability, clearance, half-life) or binary classification for categorical outcomes (e.g., BBB penetration, CYP inhibition). Dataset: pgp_broccatelli. (1) The result is 1 (inhibitor). The drug is C=C1CC(=O)c2c(OC[C@@H](O)CN3CCCCC3)cccc21. (2) The molecule is COc1ccc(CCC(=O)c2ccccc2OC[C@H](O)CN2CCN(c3ccccc3C)CC2)cc1. The result is 1 (inhibitor). (3) The molecule is CC(=O)c1ccccc1OC[C@@H](O)CN1CCC(O)(c2ccccc2)CC1. The result is 1 (inhibitor). (4) The drug is CC(c1ccc(OC#N)cc1)c1ccc(OC#N)cc1. The result is 0 (non-inhibitor). (5) The molecule is O=C(CCc1ccccc1)c1ccccc1OC[C@H](O)CN1CCCCC1. The result is 1 (inhibitor). (6) The compound is CCN1CCN(C(=O)N[C@H](C(=O)N[C@H]2C(=O)N3C(C(=O)O)=C(CSc4nnnn4C)CS[C@@H]23)c2ccc(O)cc2)C(=O)C1=O. The result is 0 (non-inhibitor). (7) The drug is CCOC(=O)N1CCC(=C2c3ccc(Cl)cc3CCc3cccnc32)CC1. The result is 1 (inhibitor). (8) The molecule is CCNCc1cc(Nc2ccnc3cc(Cl)ccc23)ccc1O. The result is 1 (inhibitor). (9) The compound is COc1cccc(C(=O)CCN[C@H](C)[C@@H](O)c2ccccc2)c1. The result is 0 (non-inhibitor).